This data is from Forward reaction prediction with 1.9M reactions from USPTO patents (1976-2016). The task is: Predict the product of the given reaction. Given the reactants [C:1]([O:5][C:6]([N:8]1[CH2:13][CH2:12][NH:11][CH2:10][CH2:9]1)=[O:7])([CH3:4])([CH3:3])[CH3:2].[OH:14][CH2:15][C:16](O)=[O:17].CN(C(ON1N=NC2C=CC=NC1=2)=[N+](C)C)C.F[P-](F)(F)(F)(F)F.C(N(C(C)C)CC)(C)C, predict the reaction product. The product is: [C:1]([O:5][C:6]([N:8]1[CH2:13][CH2:12][N:11]([C:15](=[O:14])[CH2:16][OH:17])[CH2:10][CH2:9]1)=[O:7])([CH3:4])([CH3:2])[CH3:3].